From a dataset of Forward reaction prediction with 1.9M reactions from USPTO patents (1976-2016). Predict the product of the given reaction. (1) Given the reactants [F:1][CH:2]([F:13])[O:3][C:4]1[CH:12]=[CH:11][C:7]([C:8](O)=[O:9])=[CH:6][CH:5]=1.S(Cl)([Cl:16])=O, predict the reaction product. The product is: [F:1][CH:2]([F:13])[O:3][C:4]1[CH:12]=[CH:11][C:7]([C:8]([Cl:16])=[O:9])=[CH:6][CH:5]=1. (2) Given the reactants [CH3:1][N:2]1[CH2:7][CH2:6][CH:5]([OH:8])[CH2:4][CH2:3]1.[H-].[Na+].[F:11][C:12]1[CH:17]=[CH:16][CH:15]=[CH:14][C:13]=1F, predict the reaction product. The product is: [F:11][C:12]1[CH:17]=[CH:16][CH:15]=[CH:14][C:13]=1[O:8][CH:5]1[CH2:6][CH2:7][N:2]([CH3:1])[CH2:3][CH2:4]1. (3) Given the reactants [N:1]1[NH:2][C:3]([NH:6][C:7]([C:9]2[C:14]([NH2:15])=[N:13][C:12]([C:16]([F:19])([F:18])[F:17])=[C:11](Br)[N:10]=2)=[O:8])=[CH:4][CH:5]=1.[NH:21]1[CH2:26][CH2:25][O:24][CH2:23][CH2:22]1, predict the reaction product. The product is: [N:1]1[NH:2][C:3]([NH:6][C:7]([C:9]2[C:14]([NH2:15])=[N:13][C:12]([C:16]([F:19])([F:18])[F:17])=[C:11]([N:21]3[CH2:26][CH2:25][O:24][CH2:23][CH2:22]3)[N:10]=2)=[O:8])=[CH:4][CH:5]=1. (4) Given the reactants C([O-])(=O)C.[K+].[CH3:21][C:16]1([CH3:22])[C:17]([CH3:20])([CH3:19])[O:18][B:14]([B:14]2[O:18][C:17]([CH3:20])([CH3:19])[C:16]([CH3:22])([CH3:21])[O:15]2)[O:15]1.Br[C:25]1[CH:42]=[CH:41][C:28]2[N:29]=[C:30]([NH:32][C:33]([CH:35]3[CH2:40][CH2:39][CH2:38][CH2:37][CH2:36]3)=[O:34])[S:31][C:27]=2[CH:26]=1.O1CCOCC1, predict the reaction product. The product is: [CH3:20][C:17]1([CH3:19])[C:16]([CH3:21])([CH3:22])[O:15][B:14]([C:25]2[CH:42]=[CH:41][C:28]3[N:29]=[C:30]([NH:32][C:33]([CH:35]4[CH2:40][CH2:39][CH2:38][CH2:37][CH2:36]4)=[O:34])[S:31][C:27]=3[CH:26]=2)[O:18]1.